Predict the reactants needed to synthesize the given product. From a dataset of Full USPTO retrosynthesis dataset with 1.9M reactions from patents (1976-2016). The reactants are: C1(C#CC2CC3(CCNCC3)ON=2)C=CC=CC=1.[C:19]([C:21]1[CH:22]=[C:23]([C:27]#[C:28][C:29]2[CH2:43][C:32]3([CH2:35][N:34](C(OC(C)(C)C)=O)[CH2:33]3)[O:31][N:30]=2)[CH:24]=[CH:25][CH:26]=1)#[N:20]. Given the product [CH2:35]1[C:32]2([CH2:43][C:29]([C:28]#[C:27][C:23]3[CH:22]=[C:21]([CH:26]=[CH:25][CH:24]=3)[C:19]#[N:20])=[N:30][O:31]2)[CH2:33][NH:34]1, predict the reactants needed to synthesize it.